This data is from Reaction yield outcomes from USPTO patents with 853,638 reactions. The task is: Predict the reaction yield, written as a fraction of the theoretical maximum amount of product (1.0 means a 100% yield; for example, 0.34 means a 34% yield). (1) The catalyst is C1COCC1. The yield is 0.730. The reactants are [NH2:1][CH2:2][C:3]1[CH:4]=[C:5]2[C:10](=[CH:11][C:12]=1[C:13]([F:16])([F:15])[F:14])[NH:9][C:8](=[O:17])[N:7]([NH:18][S:19]([CH3:22])(=[O:21])=[O:20])[C:6]2=[O:23].[CH:24](OCC)=[O:25]. The product is [CH:24]([NH:1][CH2:2][C:3]1[CH:4]=[C:5]2[C:10](=[CH:11][C:12]=1[C:13]([F:15])([F:16])[F:14])[NH:9][C:8](=[O:17])[N:7]([NH:18][S:19]([CH3:22])(=[O:20])=[O:21])[C:6]2=[O:23])=[O:25]. (2) The reactants are C([O:8][C:9]1[CH:18]=[C:17]2[C:12]([C:13]([O:19][C:20]3[CH:25]=[CH:24][C:23]([NH:26][C:27]([NH:29][C:30]4[S:31][CH:32]=[CH:33][N:34]=4)=[O:28])=[C:22]([F:35])[CH:21]=3)=[CH:14][CH:15]=[N:16]2)=[CH:11][C:10]=1[C:36]#[N:37])C1C=CC=CC=1.C1(SC)C=CC=CC=1. The catalyst is C(O)(C(F)(F)F)=O. The product is [C:36]([C:10]1[CH:11]=[C:12]2[C:17](=[CH:18][C:9]=1[OH:8])[N:16]=[CH:15][CH:14]=[C:13]2[O:19][C:20]1[CH:25]=[CH:24][C:23]([NH:26][C:27]([NH:29][C:30]2[S:31][CH:32]=[CH:33][N:34]=2)=[O:28])=[C:22]([F:35])[CH:21]=1)#[N:37]. The yield is 0.800. (3) The reactants are [Cl:1][C:2]1[C:7]([C:8]([F:11])([F:10])[F:9])=[CH:6][N:5]=[C:4]2[NH:12][CH:13]=[C:14]([NH:15][C:16](=[O:23])[C:17]3[CH:22]=[CH:21][CH:20]=[N:19][CH:18]=3)[C:3]=12.[NH:24]1[CH2:29][CH2:28][CH2:27][C@@H:26]([NH:30]C(=O)OC(C)(C)C)[CH2:25]1.C(O)(C(F)(F)F)=O. The catalyst is CCCCO.C(Cl)Cl. The product is [ClH:1].[NH2:30][C@@H:26]1[CH2:27][CH2:28][CH2:29][N:24]([C:2]2[C:7]([C:8]([F:11])([F:10])[F:9])=[CH:6][N:5]=[C:4]3[NH:12][CH:13]=[C:14]([NH:15][C:16](=[O:23])[C:17]4[CH:22]=[CH:21][CH:20]=[N:19][CH:18]=4)[C:3]=23)[CH2:25]1. The yield is 0.390. (4) The reactants are [O:1]([CH2:8][C:9]([NH:11][C:12]1[NH:13][C:14](=[O:38])[C:15]2[N:16]=[CH:17][N:18]([C:36]=2[N:37]=1)[C@@H:19]1[O:35][C@H:32]([CH2:33][OH:34])[C@@H:30]([OH:31])[C@H:20]1[O:21][CH2:22][O:23][CH2:24][O:25][CH2:26][CH2:27][C:28]#[N:29])=[O:10])[C:2]1[CH:7]=[CH:6][CH:5]=[CH:4][CH:3]=1.N1C=CC=CC=1.[CH3:45][O:46][C:47]1[CH:68]=[CH:67][C:50]([C:51](Cl)([C:60]2[CH:65]=[CH:64][CH:63]=[CH:62][CH:61]=2)[C:52]2[CH:57]=[CH:56][C:55]([O:58][CH3:59])=[CH:54][CH:53]=2)=[CH:49][CH:48]=1. The catalyst is ClCCl. The product is [O:1]([CH2:8][C:9]([NH:11][C:12]1[NH:13][C:14](=[O:38])[C:15]2[N:16]=[CH:17][N:18]([C:36]=2[N:37]=1)[C@@H:19]1[O:35][C@H:32]([CH2:33][O:34][C:51]([C:60]2[CH:65]=[CH:64][CH:63]=[CH:62][CH:61]=2)([C:52]2[CH:57]=[CH:56][C:55]([O:58][CH3:59])=[CH:54][CH:53]=2)[C:50]2[CH:49]=[CH:48][C:47]([O:46][CH3:45])=[CH:68][CH:67]=2)[C@@H:30]([OH:31])[C@H:20]1[O:21][CH2:22][O:23][CH2:24][O:25][CH2:26][CH2:27][C:28]#[N:29])=[O:10])[C:2]1[CH:7]=[CH:6][CH:5]=[CH:4][CH:3]=1. The yield is 0.730. (5) The reactants are [CH3:1][N:2]1[C:10]2[CH:9]=[C:8]([C:11]3[CH:16]=[CH:15][C:14]([O:17][CH2:18][CH2:19][CH:20]4[CH2:25][CH2:24][NH:23][CH2:22][CH2:21]4)=[C:13]([C:26]([F:29])([F:28])[F:27])[CH:12]=3)[N:7]=[C:6]([C:30]#[N:31])[C:5]=2[N:4]=[N:3]1.CCN(C(C)C)C(C)C.CN(C(ON1N=[N:56][C:51]2[CH:52]=[CH:53]C=N[C:50]1=2)=[N+](C)C)C.F[P-](F)(F)(F)(F)F.CN1C(=[O:71])CCC1. The catalyst is CCOC(C)=O. The product is [NH2:56][C:51]1([C:50]([N:23]2[CH2:22][CH2:21][CH:20]([CH2:19][CH2:18][O:17][C:14]3[CH:15]=[CH:16][C:11]([C:8]4[N:7]=[C:6]([C:30]#[N:31])[C:5]5[N:4]=[N:3][N:2]([CH3:1])[C:10]=5[CH:9]=4)=[CH:12][C:13]=3[C:26]([F:29])([F:28])[F:27])[CH2:25][CH2:24]2)=[O:71])[CH2:53][CH2:52]1. The yield is 0.520. (6) The reactants are [Cl:1][C:2]1[CH:7]=[CH:6][C:5]([C@@H:8]2[CH2:12][NH:11][CH2:10][C@H:9]2[C:13]([O:15][CH3:16])=[O:14])=[CH:4][CH:3]=1.CCN(C(C)C)C(C)C.Cl[C:27]1[N:28]=[N:29][C:30]([CH3:33])=[CH:31][CH:32]=1. The catalyst is O1CCOCC1. The product is [Cl:1][C:2]1[CH:7]=[CH:6][C:5]([C@@H:8]2[CH2:12][N:11]([C:27]3[N:28]=[N:29][C:30]([CH3:33])=[CH:31][CH:32]=3)[CH2:10][C@H:9]2[C:13]([O:15][CH3:16])=[O:14])=[CH:4][CH:3]=1. The yield is 0.750. (7) The reactants are [Cl:1][C:2]1[CH:3]=[CH:4][C:5]([S:9][CH2:10][C:11]2[N:16]=[CH:15][CH:14]=[CH:13][N:12]=2)=[C:6]([CH:8]=1)[NH2:7].[O:17]1[C:21]2[CH:22]=[CH:23][CH:24]=[CH:25][C:20]=2[CH:19]=[C:18]1[S:26](Cl)(=[O:28])=[O:27]. The catalyst is N1C=CC=CC=1. The product is [Cl:1][C:2]1[CH:3]=[CH:4][C:5]([S:9][CH2:10][C:11]2[N:12]=[CH:13][CH:14]=[CH:15][N:16]=2)=[C:6]([NH:7][S:26]([C:18]2[O:17][C:21]3[CH:22]=[CH:23][CH:24]=[CH:25][C:20]=3[CH:19]=2)(=[O:27])=[O:28])[CH:8]=1. The yield is 0.510. (8) The reactants are [C:6](O[C:6](=[O:9])[CH2:7][CH3:8])(=[O:9])[CH2:7][CH3:8].[C:10]([C:12]1[CH:13]=[C:14]([NH:19][C:20]([C:22]2[N:26]([CH3:27])[N:25]=[C:24]([C:28]([F:34])([F:33])[C:29]([F:32])([F:31])[F:30])[C:23]=2[C:35]([F:38])([F:37])[F:36])=[O:21])[CH:15]=[CH:16][C:17]=1[CH3:18])#[N:11].[BH4-].[Na+].NCCNCCN. The catalyst is CO. The product is [CH3:27][N:26]1[C:22]([C:20]([NH:19][C:14]2[CH:15]=[CH:16][C:17]([CH3:18])=[C:12]([CH2:10][NH:11][C:6](=[O:9])[CH2:7][CH3:8])[CH:13]=2)=[O:21])=[C:23]([C:35]([F:38])([F:37])[F:36])[C:24]([C:28]([F:33])([F:34])[C:29]([F:30])([F:31])[F:32])=[N:25]1. The yield is 0.300. (9) The reactants are Cl[C:2]1[C:7]([C:8]([NH2:10])=[O:9])=[C:6](Cl)[N:5]=[CH:4][N:3]=1.[CH3:12][O-:13].[Na+].[CH3:15][OH:16]. No catalyst specified. The product is [CH3:12][O:13][C:2]1[C:7]([C:8]([NH2:10])=[O:9])=[C:6]([O:16][CH3:15])[N:5]=[CH:4][N:3]=1. The yield is 0.743. (10) The yield is 0.520. The catalyst is C(O)C. The reactants are [NH:1]1[C:9]2[C:4](=[CH:5][CH:6]=[CH:7][CH:8]=2)[C:3]([CH2:10][CH2:11][N:12]([CH2:23][C:24]2[CH:29]=[CH:28][C:27]([C:30]#[C:31][CH2:32][NH:33][C:34](=[O:45])[CH2:35][O:36][CH2:37][C:38]3[CH:43]=[CH:42][C:41]([F:44])=[CH:40][CH:39]=3)=[CH:26][CH:25]=2)[CH2:13][CH2:14][O:15][Si](C(C)(C)C)(C)C)=[CH:2]1. The product is [NH:1]1[C:9]2[C:4](=[CH:5][CH:6]=[CH:7][CH:8]=2)[C:3]([CH2:10][CH2:11][N:12]([CH2:23][C:24]2[CH:29]=[CH:28][C:27]([C:30]#[C:31][CH2:32][NH:33][C:34](=[O:45])[CH2:35][O:36][CH2:37][C:38]3[CH:43]=[CH:42][C:41]([F:44])=[CH:40][CH:39]=3)=[CH:26][CH:25]=2)[CH2:13][CH2:14][OH:15])=[CH:2]1.